The task is: Predict the reaction yield, written as a fraction of the theoretical maximum amount of product (1.0 means a 100% yield; for example, 0.34 means a 34% yield).. This data is from Reaction yield outcomes from USPTO patents with 853,638 reactions. (1) The reactants are [Br:1][C:2]1[CH:7]=[CH:6][C:5]([NH:8][C:9](=[NH:16])[CH2:10][C:11]([O:13][CH2:14][CH3:15])=[O:12])=[C:4]([F:17])[CH:3]=1.Br[C:19]1[CH2:24][CH2:23][CH2:22][C:21](=[O:25])[C:20]=1O. The catalyst is C1COCC1. The product is [Br:1][C:2]1[CH:7]=[CH:6][C:5]([NH:8][C:9]2[NH:16][C:20]3[C:21](=[O:25])[CH2:22][CH2:23][CH2:24][C:19]=3[C:10]=2[C:11]([O:13][CH2:14][CH3:15])=[O:12])=[C:4]([F:17])[CH:3]=1. The yield is 0.170. (2) The reactants are [N+:1]([C:4]1[CH:5]=[C:6]([C:10]2[CH2:11][CH2:12][N:13]([CH2:16][CH2:17][CH2:18][NH:19]C(=O)OC(C)(C)C)[CH2:14][CH:15]=2)[CH:7]=[CH:8][CH:9]=1)([O-:3])=[O:2].Cl. The catalyst is O1CCOCC1. The product is [N+:1]([C:4]1[CH:5]=[C:6]([C:10]2[CH2:15][CH2:14][N:13]([CH2:16][CH2:17][CH2:18][NH2:19])[CH2:12][CH:11]=2)[CH:7]=[CH:8][CH:9]=1)([O-:3])=[O:2]. The yield is 0.970. (3) The reactants are C[O:2][C:3]([C:5]1[CH:14]=[C:13]([OH:15])[C:12]2[C:7](=[C:8]([NH2:16])[CH:9]=[CH:10][CH:11]=2)[N:6]=1)=[O:4].[OH-:17].[Na+].Cl.C[OH:21]. No catalyst specified. The product is [N+:16]([C:8]1[CH:9]=[CH:10][CH:11]=[C:12]2[C:7]=1[N:6]=[C:5]([C:3]([OH:2])=[O:4])[CH:14]=[C:13]2[OH:15])([O-:21])=[O:17]. The yield is 0.780. (4) The reactants are [CH3:1][N:2]([CH3:23])[CH2:3][CH2:4][N:5]1[CH2:10][CH2:9][S:8][C:7]2[CH:11]=[C:12]([NH:15][C:16]([C:18]3[O:19][CH:20]=[CH:21][CH:22]=3)=[NH:17])[CH:13]=[CH:14][C:6]1=2.[ClH:24].CCOCC. The catalyst is CO. The product is [ClH:24].[ClH:24].[CH3:1][N:2]([CH3:23])[CH2:3][CH2:4][N:5]1[CH2:10][CH2:9][S:8][C:7]2[CH:11]=[C:12]([NH:15][C:16]([C:18]3[O:19][CH:20]=[CH:21][CH:22]=3)=[NH:17])[CH:13]=[CH:14][C:6]1=2. The yield is 0.930. (5) The product is [Br:25][C:26]1[CH:37]=[CH:36][C:29]([C:30]([C:13]2[CH:18]=[CH:17][C:16]([N:19]3[CH2:24][CH2:23][O:22][CH2:21][CH2:20]3)=[CH:15][CH:14]=2)=[O:31])=[CH:28][CH:27]=1. The reactants are C([Li])CCC.CCCCCC.Br[C:13]1[CH:18]=[CH:17][C:16]([N:19]2[CH2:24][CH2:23][O:22][CH2:21][CH2:20]2)=[CH:15][CH:14]=1.[Br:25][C:26]1[CH:37]=[CH:36][C:29]([C:30](N(OC)C)=[O:31])=[CH:28][CH:27]=1. The catalyst is O1CCCC1. The yield is 0.320. (6) The reactants are [C:1]([Li])([CH3:4])([CH3:3])[CH3:2].[CH:6]1[CH:11]=[CH:10][C:9]([C:12]2[CH:25]=[CH:24][N:23]=[C:22]3[C:13]=2[CH:14]=[CH:15][C:16]2[C:21]3=[N:20][CH:19]=[CH:18][C:17]=2[C:26]2[CH:31]=[CH:30][CH:29]=[CH:28][CH:27]=2)=[CH:8][CH:7]=1. The catalyst is CO.C(Cl)Cl. The product is [C:1]([C:19]1[CH:18]=[C:17]([C:26]2[CH:31]=[CH:30][CH:29]=[CH:28][CH:27]=2)[C:16]2[C:21](=[C:22]3[C:13](=[CH:14][CH:15]=2)[C:12]([C:9]2[CH:8]=[CH:7][CH:6]=[CH:11][CH:10]=2)=[CH:25][CH:24]=[N:23]3)[N:20]=1)([CH3:4])([CH3:3])[CH3:2]. The yield is 0.700.